Regression. Given a peptide amino acid sequence and an MHC pseudo amino acid sequence, predict their binding affinity value. This is MHC class II binding data. From a dataset of Peptide-MHC class II binding affinity with 134,281 pairs from IEDB. (1) The peptide sequence is EGKYFAATQFEPLAA. The MHC is HLA-DQA10501-DQB10301 with pseudo-sequence HLA-DQA10501-DQB10301. The binding affinity (normalized) is 0.377. (2) The peptide sequence is GRLIQNSITIERMVL. The MHC is DRB1_0701 with pseudo-sequence DRB1_0701. The binding affinity (normalized) is 0.620. (3) The peptide sequence is DMAHTLIMIGSNASD. The MHC is DRB1_0401 with pseudo-sequence DRB1_0401. The binding affinity (normalized) is 0.896. (4) The peptide sequence is LMSTRRVLEREQIPT. The MHC is DRB1_0901 with pseudo-sequence DRB1_0901. The binding affinity (normalized) is 0.164. (5) The peptide sequence is QTSRLLMRRMRRPTG. The MHC is HLA-DQA10501-DQB10402 with pseudo-sequence HLA-DQA10501-DQB10402. The binding affinity (normalized) is 0.474.